Dataset: Full USPTO retrosynthesis dataset with 1.9M reactions from patents (1976-2016). Task: Predict the reactants needed to synthesize the given product. (1) Given the product [C:5]([C:16]1[CH:15]=[CH:14][C:10]([C:11]([O:13][CH3:19])=[O:12])=[CH:9][N:17]=1)#[N:6], predict the reactants needed to synthesize it. The reactants are: C[Si]([CH:5]=[N+:6]=[N-])(C)C.C[C:9]1[N:17]=[C:16](N)[CH:15]=[CH:14][C:10]=1[C:11]([OH:13])=[O:12].[CH2:19](OCC)C.CO. (2) Given the product [CH3:8][S:9]([C:11]1[C:19]2[C:14](=[CH:15][C:16]([C:20]([N:22]3[CH2:27][CH2:26][NH:25][CH2:24][CH2:23]3)=[O:21])=[CH:17][CH:18]=2)[N:13]([C:35]2[N:36]=[CH:37][C:38]([C:41]3[CH:46]=[CH:45][CH:44]=[CH:43][CH:42]=3)=[CH:39][N:40]=2)[CH:12]=1)=[O:10], predict the reactants needed to synthesize it. The reactants are: C(O)(C(F)(F)F)=O.[CH3:8][S:9]([C:11]1[C:19]2[C:14](=[CH:15][C:16]([C:20]([N:22]3[CH2:27][CH2:26][N:25](C(OC(C)(C)C)=O)[CH2:24][CH2:23]3)=[O:21])=[CH:17][CH:18]=2)[N:13]([C:35]2[N:40]=[CH:39][C:38]([C:41]3[CH:46]=[CH:45][CH:44]=[CH:43][CH:42]=3)=[CH:37][N:36]=2)[CH:12]=1)=[O:10].C(=O)([O-])O.[Na+]. (3) Given the product [CH2:43]([C:21]1[C:22]([OH:42])=[C:23]([C:38]([OH:40])=[O:39])[C:24](=[O:37])[NH:25][C:20]=1[C:17]1[CH:16]=[CH:15][C:14]([CH:11]2[CH2:12][CH2:13][N:8]([CH3:6])[CH2:9][CH2:10]2)=[CH:19][CH:18]=1)[CH3:44], predict the reactants needed to synthesize it. The reactants are: C(O[C:6]([N:8]1[CH2:13][CH2:12][CH:11]([C:14]2[CH:19]=[CH:18][C:17]([C:20]3[N:25](CC4C=CC(OC)=CC=4OC)[C:24](=[O:37])[C:23]([C:38]([O:40]C)=[O:39])=[C:22]([OH:42])[C:21]=3[CH2:43][CH3:44])=[CH:16][CH:15]=2)[CH2:10][CH2:9]1)=O)(C)(C)C.FC(F)(F)C(O)=O. (4) Given the product [CH:1]12[CH2:9][CH:5]3[CH2:6][CH:7]([CH2:8]1)[C:3]([NH:10][C:11]1[S:12][C:15]4([CH2:20][CH2:19][CH2:18][CH2:17][CH2:16]4)[C:21](=[O:22])[N:13]=1)([CH2:4]3)[CH2:2]2, predict the reactants needed to synthesize it. The reactants are: [CH:1]12[CH2:9][CH:5]3[CH2:6][CH:7]([CH2:8]1)[C:3]([NH:10][C:11]([NH2:13])=[S:12])([CH2:4]3)[CH2:2]2.Br[C:15]1([C:21](OC)=[O:22])[CH2:20][CH2:19][CH2:18][CH2:17][CH2:16]1. (5) Given the product [NH2:1][C:2]1[C:7]([CH2:8][N:9]([C:12]([CH3:37])=[CH:13][CH2:14][CH:15]([S:43][S:42][CH2:39][CH2:40][CH3:41])[OH:16])[CH:10]=[O:11])=[CH:6][CH:5]=[C:4]([CH3:38])[N:3]=1, predict the reactants needed to synthesize it. The reactants are: [NH2:1][C:2]1[C:7]([CH2:8][N:9]([C:12]([CH3:37])=[C:13](SSC(CCO)=C(NC(CC2C(N)=NC(C)=CC=2)=O)C)[CH2:14][CH2:15][OH:16])[CH:10]=[O:11])=[CH:6][CH:5]=[C:4]([CH3:38])[N:3]=1.[CH2:39]([S:42][S:43]CCC)[CH2:40][CH3:41].[OH-].[Na+].C(OCC)(=O)C.